From a dataset of Full USPTO retrosynthesis dataset with 1.9M reactions from patents (1976-2016). Predict the reactants needed to synthesize the given product. (1) Given the product [CH2:11]([O:13][C:14]([C:15]1[CH:19]=[C:20]([C:21]2[CH:22]=[CH:23][CH:24]=[CH:25][CH:26]=2)[N:8]([C:7]2[CH:9]=[CH:10][C:4]([N+:1]([O-:3])=[O:2])=[CH:5][CH:6]=2)[C:16]=1[CH3:17])=[O:28])[CH3:12], predict the reactants needed to synthesize it. The reactants are: [N+:1]([C:4]1[CH:10]=[CH:9][C:7]([NH2:8])=[CH:6][CH:5]=1)([O-:3])=[O:2].[CH2:11]([O:13][C:14](=[O:28])[CH:15]([CH2:19][C:20](=O)[C:21]1[CH:26]=[CH:25][CH:24]=[CH:23][CH:22]=1)[C:16](=O)[CH3:17])[CH3:12].CC1C=CC(S(O)(=O)=O)=CC=1. (2) Given the product [N+:2]([O-:5])([O-:4])=[O:3].[Al+3:6].[N+:7]([O-:10])([O-:9])=[O:8].[N+:11]([O-:14])([O-:13])=[O:12], predict the reactants needed to synthesize it. The reactants are: O.[N+:2]([O-:5])([O-:4])=[O:3].[Al+3:6].[N+:7]([O-:10])([O-:9])=[O:8].[N+:11]([O-:14])([O-:13])=[O:12]. (3) Given the product [CH3:26][O:27][C:28]1[CH:40]=[C:39]([CH3:41])[CH:38]=[CH:37][C:29]=1[CH2:30][NH:31][C:32](=[O:36])[C:33]([NH:6][CH2:12][CH2:13][C:14]1[CH:19]=[CH:18][C:17]([CH3:20])=[CH:16][N:15]=1)=[O:35], predict the reactants needed to synthesize it. The reactants are: COC1C=C(C)C=CC=1C[N:6]([CH2:12][CH2:13][C:14]1[CH:19]=[CH:18][C:17]([CH3:20])=[CH:16][N:15]=1)C(=O)C(N)=O.[CH3:26][O:27][C:28]1[CH:40]=[C:39]([CH3:41])[CH:38]=[CH:37][C:29]=1[CH2:30][NH:31][C:32](=[O:36])[C:33]([O-:35])=O. (4) Given the product [C:4]([O:3][C:1](=[O:2])[N:8]([CH:10]1[CH2:14][CH2:13][N:12]([CH2:24][CH2:25][CH2:26][CH2:27][CH3:28])[CH2:11]1)[CH3:9])([CH3:6])([CH3:7])[CH3:5], predict the reactants needed to synthesize it. The reactants are: [C:1]([N:8]([CH:10]1[CH2:14][CH2:13][NH:12][CH2:11]1)[CH3:9])([O:3][C:4]([CH3:7])([CH3:6])[CH3:5])=[O:2].[I-].[K+].C(=O)([O-])[O-].[K+].[K+].Br[CH2:24][CH2:25][CH2:26][CH2:27][CH3:28]. (5) The reactants are: Br[C:2]1[CH:3]=[C:4]([C:15]2[CH:20]=[CH:19][CH:18]=[C:17]([F:21])[CH:16]=2)[CH:5]=[CH:6][C:7]=1[O:8][CH2:9][O:10][CH2:11][CH2:12][O:13][CH3:14].[F:22][C:23]([F:34])([F:33])[C:24]1[CH:29]=[CH:28][C:27](B(O)O)=[CH:26][N:25]=1.C(=O)([O-])[O-].[K+].[K+]. Given the product [F:21][C:17]1[CH:16]=[C:15]([C:4]2[CH:5]=[CH:6][C:7]([O:8][CH2:9][O:10][CH2:11][CH2:12][O:13][CH3:14])=[C:2]([C:27]3[CH:28]=[CH:29][C:24]([C:23]([F:34])([F:33])[F:22])=[N:25][CH:26]=3)[CH:3]=2)[CH:20]=[CH:19][CH:18]=1, predict the reactants needed to synthesize it. (6) Given the product [OH:22][C:16]1([C:2]2[CH:10]=[CH:9][C:5]([C:6]([OH:8])=[O:7])=[CH:4][CH:3]=2)[CH2:21][CH2:20][CH2:19][CH2:18][CH2:17]1, predict the reactants needed to synthesize it. The reactants are: Br[C:2]1[CH:10]=[CH:9][C:5]([C:6]([OH:8])=[O:7])=[CH:4][CH:3]=1.C([Li])CCC.[C:16]1(=[O:22])[CH2:21][CH2:20][CH2:19][CH2:18][CH2:17]1.CCCCCC. (7) Given the product [N+:1]([C:4]1[CH:5]=[C:6](/[C:10](/[CH2:17][CH3:18])=[CH:11]/[CH2:12][OH:13])[CH:7]=[CH:8][CH:9]=1)([O-:3])=[O:2], predict the reactants needed to synthesize it. The reactants are: [N+:1]([C:4]1[CH:5]=[C:6](/[C:10](/[CH2:17][CH3:18])=[CH:11]/[C:12](OCC)=[O:13])[CH:7]=[CH:8][CH:9]=1)([O-:3])=[O:2].[H-].C([Al+]CC(C)C)C(C)C.O.C(=O)([O-])O.[Na+]. (8) Given the product [CH3:1][O:4][C:5]1[N:10]=[CH:9][C:8]([C@@H:11]([NH:13][C:14]([C@H:16]2[CH2:18][C@@H:17]2[C:19]2[CH:24]=[CH:23][CH:22]=[CH:21][CH:20]=2)=[O:15])[CH3:12])=[CH:7][CH:6]=1, predict the reactants needed to synthesize it. The reactants are: [CH:1]([O:4][C:5]1[N:10]=[CH:9][C:8]([C@@H:11]([NH:13][C:14]([C@H:16]2[CH2:18][C@@H:17]2[C:19]2[CH:24]=[CH:23][CH:22]=[CH:21][CH:20]=2)=[O:15])[CH3:12])=[CH:7][CH:6]=1)(C)C.COC1N=CC([C@@H](N)C)=CC=1. (9) The reactants are: [Br:1][C:2]1[C:3]([CH3:10])=[C:4]([CH:7]=[CH:8][CH:9]=1)[CH:5]=O.[NH:11]1[C:19]2[C:14](=[CH:15][CH:16]=[CH:17][CH:18]=2)[CH2:13][C:12]1=[O:20].N1CCCCC1. Given the product [Br:1][C:2]1[C:3]([CH3:10])=[C:4]([CH:7]=[CH:8][CH:9]=1)[CH:5]=[C:13]1[C:14]2[C:19](=[CH:18][CH:17]=[CH:16][CH:15]=2)[NH:11][C:12]1=[O:20], predict the reactants needed to synthesize it. (10) Given the product [ClH:1].[ClH:48].[OH:43][C@H:8]([C:5]1[CH:6]=[N:7][CH:2]=[CH:3][CH:4]=1)[CH2:9][NH:10][CH2:18][CH2:19][C:20]1[CH:21]=[CH:22][C:23]([C:26]2[CH:31]=[CH:30][C:29]([C:32]([NH:34][S:35]([CH3:38])(=[O:36])=[O:37])=[O:33])=[C:28]([CH2:39][CH:40]([CH3:42])[CH3:41])[CH:27]=2)=[CH:24][CH:25]=1, predict the reactants needed to synthesize it. The reactants are: [Cl:1][C:2]1[N:7]=[CH:6][C:5]([C@@H:8]([OH:43])[CH2:9][N:10]([CH2:18][CH2:19][C:20]2[CH:25]=[CH:24][C:23]([C:26]3[CH:31]=[CH:30][C:29]([C:32]([NH:34][S:35]([CH3:38])(=[O:37])=[O:36])=[O:33])=[C:28]([CH2:39][CH:40]([CH3:42])[CH3:41])[CH:27]=3)=[CH:22][CH:21]=2)C(=O)OC(C)(C)C)=[CH:4][CH:3]=1.C([O-])=O.[NH4+].[ClH:48].